This data is from Catalyst prediction with 721,799 reactions and 888 catalyst types from USPTO. The task is: Predict which catalyst facilitates the given reaction. (1) Reactant: C(O[BH-](OC(=O)C)OC(=O)C)(=O)C.[Na+].[C:15]([O:19][C:20]([N:22]1[CH2:27][CH2:26][C:25](=O)[CH2:24][CH:23]1[CH3:29])=[O:21])([CH3:18])([CH3:17])[CH3:16].[CH:30]1([NH2:33])[CH2:32][CH2:31]1.C(O)(=O)C. Product: [C:15]([O:19][C:20]([N:22]1[CH2:27][CH2:26][CH:25]([NH:33][CH:30]2[CH2:32][CH2:31]2)[CH2:24][CH:23]1[CH3:29])=[O:21])([CH3:18])([CH3:17])[CH3:16]. The catalyst class is: 4. (2) Reactant: C(N(CC)CC)C.[C:8](Cl)(=[O:12])[C:9]([CH3:11])=[CH2:10].[CH3:14][C:15]1([OH:24])[CH2:23][C:22]2[C:17](=[CH:18][CH:19]=[CH:20][CH:21]=2)[CH2:16]1. Product: [C:8]([O:24][C:15]1([CH3:14])[CH2:23][C:22]2[C:17](=[CH:18][CH:19]=[CH:20][CH:21]=2)[CH2:16]1)(=[O:12])[C:9]([CH3:11])=[CH2:10]. The catalyst class is: 11. (3) Reactant: [N:1]1[CH:6]=[CH:5][C:4]([N:7]2[CH2:11][CH2:10][NH:9][C:8]2=[O:12])=[CH:3][CH:2]=1.[H-].[Na+].Br[CH2:16][CH2:17][CH2:18][CH2:19][CH2:20][CH2:21][CH2:22][O:23][C:24]1[CH:29]=[CH:28][C:27]([Cl:30])=[CH:26][CH:25]=1. Product: [Cl:30][C:27]1[CH:28]=[CH:29][C:24]([O:23][CH2:22][CH2:21][CH2:20][CH2:19][CH2:18][CH2:17][CH2:16][N:9]2[CH2:10][CH2:11][N:7]([C:4]3[CH:3]=[CH:2][N:1]=[CH:6][CH:5]=3)[C:8]2=[O:12])=[CH:25][CH:26]=1. The catalyst class is: 9. (4) Reactant: [NH:1]1[C:5]2=[N:6][CH:7]=[CH:8][C:9]([C:10]3[CH:17]=[CH:16][C:13]([CH:14]=[O:15])=[CH:12][CH:11]=3)=[C:4]2[CH:3]=[CH:2]1. Product: [NH:1]1[C:5]2=[N:6][CH:7]=[CH:8][C:9]([C:10]3[CH:17]=[CH:16][C:13]([CH2:14][OH:15])=[CH:12][CH:11]=3)=[C:4]2[CH:3]=[CH:2]1. The catalyst class is: 2. (5) Reactant: [O:1]1[C:5]2[CH:6]=[CH:7][C:8]([C:10]3[C:15]([CH:16]([CH2:21][CH2:22][CH3:23])[C:17]([O:19]C)=[O:18])=[C:14]([CH3:24])[N:13]=[C:12]([C:25]4[CH:30]=[CH:29][CH:28]=[CH:27][CH:26]=4)[N:11]=3)=[CH:9][C:4]=2[CH2:3][CH2:2]1.[OH-].[Na+]. Product: [O:1]1[C:5]2[CH:6]=[CH:7][C:8]([C:10]3[C:15]([CH:16]([CH2:21][CH2:22][CH3:23])[C:17]([OH:19])=[O:18])=[C:14]([CH3:24])[N:13]=[C:12]([C:25]4[CH:26]=[CH:27][CH:28]=[CH:29][CH:30]=4)[N:11]=3)=[CH:9][C:4]=2[CH2:3][CH2:2]1. The catalyst class is: 5. (6) Reactant: [CH:1]1[C:10]2[C:5](=[CH:6][CH:7]=[CH:8][CH:9]=2)[CH:4]=[CH:3][N+:2]=1[O-].C(Cl)(Cl)[Cl:13].P(Cl)(Cl)(Cl)=O. Product: [Cl:13][C:1]1[C:10]2[C:5](=[CH:6][CH:7]=[CH:8][CH:9]=2)[CH:4]=[CH:3][N:2]=1. The catalyst class is: 6. (7) Reactant: [NH2:1][C:2]1[CH:9]=[C:8]([Cl:10])[CH:7]=[CH:6][C:3]=1C#N.Cl.[NH2:12][OH:13].[C:14](=[O:17])(O)[O-].[Na+]. Product: [NH2:1][C:2]1[CH:9]=[C:8]([Cl:10])[CH:7]=[CH:6][C:3]=1[C:14]([NH:12][OH:13])=[O:17]. The catalyst class is: 40. (8) Reactant: Cl.[F:2][C:3]([F:14])([F:13])[O:4][C:5]1[CH:10]=[CH:9][C:8]([NH:11][NH2:12])=[CH:7][CH:6]=1.[CH:15]([CH:17]([CH:23]=O)[C:18]([O:20][CH2:21][CH3:22])=[O:19])=O. Product: [F:2][C:3]([F:13])([F:14])[O:4][C:5]1[CH:6]=[CH:7][C:8]([N:11]2[CH:23]=[C:17]([C:18]([O:20][CH2:21][CH3:22])=[O:19])[CH:15]=[N:12]2)=[CH:9][CH:10]=1. The catalyst class is: 8. (9) Reactant: Cl.[C@@H:2]12[NH:9][C@@H:6]([CH2:7][CH2:8]1)[CH2:5][N:4]([C:10]1[CH:15]=[CH:14][N:13]=[C:12]([NH:16][C:17]3[CH:18]=[C:19]([CH3:27])[C:20]([C:23]([NH:25][CH3:26])=[O:24])=[N:21][CH:22]=3)[N:11]=1)[CH2:3]2.C(N(CC)CC)C.[CH:35]1([C:38](Cl)=[O:39])[CH2:37][CH2:36]1. Product: [CH:35]1([C:38]([N:9]2[C@H:6]3[CH2:7][CH2:8][C@@H:2]2[CH2:3][N:4]([C:10]2[CH:15]=[CH:14][N:13]=[C:12]([NH:16][C:17]4[CH:18]=[C:19]([CH3:27])[C:20]([C:23]([NH:25][CH3:26])=[O:24])=[N:21][CH:22]=4)[N:11]=2)[CH2:5]3)=[O:39])[CH2:37][CH2:36]1. The catalyst class is: 2. (10) Reactant: [C@H:1]1([NH:10][C:11]2[O:12][CH2:13][C:14]3[C:20]([NH2:21])=[CH:19][CH:18]=[CH:17][C:15]=3[N:16]=2)[C:9]2[C:4](=[CH:5][CH:6]=[CH:7][CH:8]=2)[CH2:3][CH2:2]1.[F:22][C:23]1[CH:24]=[C:25]([S:30](Cl)(=[O:32])=[O:31])[CH:26]=[C:27]([F:29])[CH:28]=1.Cl. Product: [F:29][C:27]1[CH:26]=[C:25]([S:30]([NH:21][C:20]2[C:14]3[CH2:13][O:12][C:11]([NH:10][C@H:1]4[C:9]5[C:4](=[CH:5][CH:6]=[CH:7][CH:8]=5)[CH2:3][CH2:2]4)=[N:16][C:15]=3[CH:17]=[CH:18][CH:19]=2)(=[O:31])=[O:32])[CH:24]=[C:23]([F:22])[CH:28]=1. The catalyst class is: 17.